From a dataset of Reaction yield outcomes from USPTO patents with 853,638 reactions. Predict the reaction yield, written as a fraction of the theoretical maximum amount of product (1.0 means a 100% yield; for example, 0.34 means a 34% yield). (1) The reactants are [CH2:1]([O:8][CH:9]([CH:15]=O)[C:10]([O:12]CC)=O)[C:2]1[CH:7]=[CH:6][CH:5]=[CH:4][CH:3]=1.[Cl:17][C:18]1[CH:23]=[C:22]([C:24](=[NH:26])[NH2:25])[CH:21]=[CH:20][N:19]=1. The catalyst is C(O)C. The product is [CH2:1]([O:8][C:9]1[C:10]([OH:12])=[N:25][C:24]([C:22]2[CH:21]=[CH:20][N:19]=[C:18]([Cl:17])[CH:23]=2)=[N:26][CH:15]=1)[C:2]1[CH:3]=[CH:4][CH:5]=[CH:6][CH:7]=1. The yield is 0.660. (2) The reactants are FC(F)(F)COP([CH2:13][C:14]([O:16][CH3:17])=[O:15])(OCC(F)(F)F)=O.C1OCCOCCOCCOCCOCCOC1.C[Si]([N-][Si](C)(C)C)(C)C.[K+].[Cl:48][C:49]1[CH:50]=[C:51]([C:59]2[N:63]=[C:62]([C:64]3[CH:71]=[CH:70][C:67]([CH:68]=O)=[CH:66][CH:65]=3)[O:61][N:60]=2)[CH:52]=[CH:53][C:54]=1[O:55][CH:56]([CH3:58])[CH3:57]. The catalyst is C1COCC1. The product is [Cl:48][C:49]1[CH:50]=[C:51]([C:59]2[N:63]=[C:62]([C:64]3[CH:65]=[CH:66][C:67](/[CH:68]=[CH:13]\[C:14]([O:16][CH3:17])=[O:15])=[CH:70][CH:71]=3)[O:61][N:60]=2)[CH:52]=[CH:53][C:54]=1[O:55][CH:56]([CH3:57])[CH3:58]. The yield is 0.735. (3) The catalyst is C(#N)C.O. The product is [NH2:1][C:2]([C@@H:4]1[CH2:8][CH2:7][C@H:6]([C:9]2[CH:14]=[CH:13][C:12]([O:15][CH2:30][C:31]3[CH:36]=[CH:35][CH:34]=[CH:33][C:32]=3[F:37])=[CH:11][CH:10]=2)[N:5]1[C:16]([O:18][C:19]([CH3:22])([CH3:21])[CH3:20])=[O:17])=[O:3]. The reactants are [NH2:1][C:2]([C@@H:4]1[CH2:8][CH2:7][C@H:6]([C:9]2[CH:14]=[CH:13][C:12]([OH:15])=[CH:11][CH:10]=2)[N:5]1[C:16]([O:18][C:19]([CH3:22])([CH3:21])[CH3:20])=[O:17])=[O:3].C(=O)([O-])[O-].[K+].[K+].Br[CH2:30][C:31]1[CH:36]=[CH:35][CH:34]=[CH:33][C:32]=1[F:37].C(OCC)(=O)C. The yield is 0.850. (4) The yield is 0.900. The reactants are [CH:1]([NH2:4])([CH3:3])[CH3:2].CCN(C(C)C)C(C)C.Cl.[Cl:15][C:16]1[CH:21]=[CH:20][N:19]=[C:18]([C:22](Cl)=[O:23])[CH:17]=1. The product is [Cl:15][C:16]1[CH:21]=[CH:20][N:19]=[C:18]([C:22]([NH:4][CH:1]([CH3:3])[CH3:2])=[O:23])[CH:17]=1. The catalyst is CO.C1COCC1.CCOC(C)=O. (5) The reactants are C(OC(=O)[NH:7][CH:8]([CH2:38][C:39]1[CH:44]=[CH:43][CH:42]=[CH:41][CH:40]=1)[C:9](=[O:37])[CH2:10][CH:11]([C:20](=[O:36])[NH:21][CH:22]([C:33](=[O:35])[NH2:34])[CH2:23][C:24]1[C:32]2[C:27](=[CH:28][CH:29]=[CH:30][CH:31]=2)[NH:26][CH:25]=1)[CH2:12][CH2:13][C:14]1[CH:19]=[CH:18][CH:17]=[CH:16][N:15]=1)(C)(C)C.C1(OC)C=CC=CC=1.C(O)(C(F)(F)F)=O.C(Cl)Cl. No catalyst specified. The product is [C:33]([CH:22]([NH:21][C:20](=[O:36])[CH:11]([CH2:12][CH2:13][C:14]1[CH:19]=[CH:18][CH:17]=[CH:16][N:15]=1)[CH2:10][C:9](=[O:37])[CH:8]([NH2:7])[CH2:38][C:39]1[CH:40]=[CH:41][CH:42]=[CH:43][CH:44]=1)[CH2:23][C:24]1[C:32]2[C:27](=[CH:28][CH:29]=[CH:30][CH:31]=2)[NH:26][CH:25]=1)(=[O:35])[NH2:34]. The yield is 0.990.